The task is: Predict the product of the given reaction.. This data is from Forward reaction prediction with 1.9M reactions from USPTO patents (1976-2016). (1) Given the reactants CO[C:3](=[O:36])[C:4]1[CH:9]=[CH:8][C:7]([O:10][CH2:11][CH2:12][N:13]([C:27]2[O:31]C3C=CC=CC=3[CH:28]=2)[C:14](=[O:26])[CH:15]=[CH:16][CH2:17][O:18][CH2:19][CH2:20][N:21]2[CH2:25][CH2:24][CH2:23][CH2:22]2)=[CH:6][CH:5]=1.[NH2:37][OH:38].CO.[ClH:41], predict the reaction product. The product is: [ClH:41].[O:31]1[C:5]2[CH:6]=[CH:7][CH:8]=[CH:9][C:4]=2[CH:28]=[C:27]1[N:13]([C:14](=[O:26])[CH:15]=[CH:16][CH2:17][O:18][CH2:19][CH2:20][N:21]1[CH2:22][CH2:23][CH2:24][CH2:25]1)[CH2:12][CH2:11][O:10][C:7]1[CH:8]=[CH:9][C:4]([C:3]([NH:37][OH:38])=[O:36])=[CH:5][CH:6]=1. (2) Given the reactants [Br:1][C:2]1[CH:10]=[C:9]([F:11])[CH:8]=[C:7]2[C:3]=1[C:4]([S:22][C:23]1[CH:28]=[CH:27][C:26]([Cl:29])=[CH:25][CH:24]=1)=[C:5]1[C:15](=[O:16])[CH:14](C(OCC)=O)[CH2:13][CH2:12][N:6]12.Cl.C([O-])(O)=O.[Na+], predict the reaction product. The product is: [Br:1][C:2]1[CH:10]=[C:9]([F:11])[CH:8]=[C:7]2[C:3]=1[C:4]([S:22][C:23]1[CH:28]=[CH:27][C:26]([Cl:29])=[CH:25][CH:24]=1)=[C:5]1[C:15](=[O:16])[CH2:14][CH2:13][CH2:12][N:6]12.